Dataset: Experimentally validated miRNA-target interactions with 360,000+ pairs, plus equal number of negative samples. Task: Binary Classification. Given a miRNA mature sequence and a target amino acid sequence, predict their likelihood of interaction. The miRNA is hsa-miR-212-5p with sequence ACCUUGGCUCUAGACUGCUUACU. The protein sequence of the target gene is MNFLLSWVHWTLALLLYLHHAKWSQAAPTTEGEQKAHEVVKFMDVYQRSYCRPIETLVDIFQEYPDEIEYIFKPSCVPLMRCAGCCNDEALECVPTSESNVTMQIMRIKPHQSQHIGEMSFLQHSRCECRPKKDRTKPEKKSVRGKGKGQKRKRKKSRFKSWSVHCEPCSERRKHLFVQDPQTCKCSCKNTDSRCKARQLELNERTCRCDKPRR. Result: 0 (no interaction).